Dataset: Full USPTO retrosynthesis dataset with 1.9M reactions from patents (1976-2016). Task: Predict the reactants needed to synthesize the given product. The reactants are: [Cl:1][C:2]1[CH:7]=[CH:6][C:5]([C:8]2[CH:13]=[CH:12][N:11]3[N:14]=[CH:15][C:16]([C:17]([OH:19])=O)=[C:10]3[N:9]=2)=[CH:4][CH:3]=1.[CH3:20][S:21]([C:24]1[CH:25]=[C:26]([NH2:30])[CH:27]=[CH:28][CH:29]=1)(=[O:23])=[O:22]. Given the product [CH3:20][S:21]([C:24]1[CH:25]=[C:26]([NH:30][C:17]([C:16]2[CH:15]=[N:14][N:11]3[CH:12]=[CH:13][C:8]([C:5]4[CH:4]=[CH:3][C:2]([Cl:1])=[CH:7][CH:6]=4)=[N:9][C:10]=23)=[O:19])[CH:27]=[CH:28][CH:29]=1)(=[O:22])=[O:23], predict the reactants needed to synthesize it.